Dataset: Forward reaction prediction with 1.9M reactions from USPTO patents (1976-2016). Task: Predict the product of the given reaction. (1) Given the reactants [Li]CCCC.[CH3:6][O:7][CH2:8][O:9][C:10]1[C:11]([C:16]2[CH:17]=[N:18][CH:19]=[CH:20][CH:21]=2)=[N:12][CH:13]=[CH:14][CH:15]=1.CN([CH:25]=[O:26])C.[Cl-].[NH4+], predict the reaction product. The product is: [CH3:6][O:7][CH2:8][O:9][C:10]1[C:11]([C:16]2[CH:17]=[N:18][CH:19]=[CH:20][CH:21]=2)=[N:12][CH:13]=[CH:14][C:15]=1[CH:25]=[O:26]. (2) Given the reactants [N:1]([C:4]1[CH:9]=[CH:8][C:7]([F:10])=[CH:6][CH:5]=1)=[N+:2]=[N-:3].[CH2:11]([OH:14])[C:12]#[CH:13].[Na].O=C1O[C@H]([C@H](CO)O)C(O)=C1O, predict the reaction product. The product is: [F:10][C:7]1[CH:8]=[CH:9][C:4]([N:1]2[CH:13]=[C:12]([CH2:11][OH:14])[N:3]=[N:2]2)=[CH:5][CH:6]=1.